This data is from Peptide-MHC class I binding affinity with 185,985 pairs from IEDB/IMGT. The task is: Regression. Given a peptide amino acid sequence and an MHC pseudo amino acid sequence, predict their binding affinity value. This is MHC class I binding data. The MHC is HLA-B15:01 with pseudo-sequence HLA-B15:01. The binding affinity (normalized) is 0.0847. The peptide sequence is RVYLNGIGK.